This data is from Catalyst prediction with 721,799 reactions and 888 catalyst types from USPTO. The task is: Predict which catalyst facilitates the given reaction. Reactant: [F:1][C:2]([F:67])([F:66])[C:3]1[CH:4]=[C:5]([CH:59]=[C:60]([C:62]([F:65])([F:64])[F:63])[CH:61]=1)[C:6]([N:8]1[CH2:12][C@@:11]([CH2:20][CH2:21][N:22]2[CH2:27][CH2:26][C:25]3([C:35]4[C:30](=[CH:31][CH:32]=[CH:33][CH:34]=4)[CH2:29][C@@H:28]3[O:36][CH2:37][C:38]([N:40]([CH3:58])[CH2:41][CH2:42][CH2:43][N:44]([CH3:57])[C:45](=[O:56])[CH2:46][C:47]3[CH:52]=[CH:51][C:50]([N+:53]([O-])=O)=[CH:49][CH:48]=3)=[O:39])[CH2:24][CH2:23]2)([C:13]2[CH:18]=[CH:17][C:16]([F:19])=[CH:15][CH:14]=2)[O:10][CH2:9]1)=[O:7]. Product: [NH2:53][C:50]1[CH:51]=[CH:52][C:47]([CH2:46][C:45]([N:44]([CH2:43][CH2:42][CH2:41][N:40]([C:38](=[O:39])[CH2:37][O:36][C@@H:28]2[C:25]3([CH2:24][CH2:23][N:22]([CH2:21][CH2:20][C@:11]4([C:13]5[CH:18]=[CH:17][C:16]([F:19])=[CH:15][CH:14]=5)[O:10][CH2:9][N:8]([C:6](=[O:7])[C:5]5[CH:4]=[C:3]([C:2]([F:1])([F:66])[F:67])[CH:61]=[C:60]([C:62]([F:64])([F:63])[F:65])[CH:59]=5)[CH2:12]4)[CH2:27][CH2:26]3)[C:35]3[C:30](=[CH:31][CH:32]=[CH:33][CH:34]=3)[CH2:29]2)[CH3:58])[CH3:57])=[O:56])=[CH:48][CH:49]=1. The catalyst class is: 178.